Dataset: Forward reaction prediction with 1.9M reactions from USPTO patents (1976-2016). Task: Predict the product of the given reaction. (1) Given the reactants [CH3:1][S:2]([CH2:5][C:6]1[S:10][C:9]([C:11]([OH:13])=O)=[CH:8][CH:7]=1)(=[O:4])=[O:3].C(N(CC)C(C)C)(C)C.CN(C(ON1N=NC2C=CC=CC1=2)=[N+](C)C)C.F[P-](F)(F)(F)(F)F.[NH2:47][C@@H:48]([CH2:62][C:63]1[CH:68]=[C:67]([F:69])[CH:66]=[C:65]([F:70])[CH:64]=1)[C@H:49]([OH:61])[CH2:50][NH:51][CH2:52][C:53]1[CH:58]=[CH:57][CH:56]=[C:55]([CH2:59][CH3:60])[CH:54]=1, predict the reaction product. The product is: [F:69][C:67]1[CH:68]=[C:63]([CH:64]=[C:65]([F:70])[CH:66]=1)[CH2:62][C@H:48]([NH:47][C:11]([C:9]1[S:10][C:6]([CH2:5][S:2]([CH3:1])(=[O:3])=[O:4])=[CH:7][CH:8]=1)=[O:13])[C@H:49]([OH:61])[CH2:50][NH:51][CH2:52][C:53]1[CH:58]=[CH:57][CH:56]=[C:55]([CH2:59][CH3:60])[CH:54]=1. (2) Given the reactants [F:1][C:2]([F:7])([F:6])[C:3]([OH:5])=[O:4].[C:8]1([C:14]2[CH:19]=[C:18]([CH:20]3[CH2:25][CH2:24][NH:23][CH2:22][CH2:21]3)[CH:17]=[CH:16][C:15]=2[NH:26][C:27]([C:29]2[NH:30][CH:31]=[C:32]([C:34]#[N:35])[N:33]=2)=[O:28])[CH2:13][CH2:12][CH2:11][CH2:10][CH:9]=1.[CH3:36][N:37]1[CH:41]=[C:40]([CH2:42][C:43](O)=[O:44])[N:39]=[CH:38]1, predict the reaction product. The product is: [F:1][C:2]([F:7])([F:6])[C:3]([OH:5])=[O:4].[C:8]1([C:14]2[CH:19]=[C:18]([CH:20]3[CH2:21][CH2:22][N:23]([C:43](=[O:44])[CH2:42][C:40]4[N:39]=[CH:38][N:37]([CH3:36])[CH:41]=4)[CH2:24][CH2:25]3)[CH:17]=[CH:16][C:15]=2[NH:26][C:27]([C:29]2[NH:30][CH:31]=[C:32]([C:34]#[N:35])[N:33]=2)=[O:28])[CH2:13][CH2:12][CH2:11][CH2:10][CH:9]=1. (3) Given the reactants [N:1]1([C:6]2[CH:13]=[CH:12][C:9]([CH:10]=O)=[CH:8][CH:7]=2)[CH:5]=[CH:4][N:3]=[CH:2]1.N1(C2C=C[C:22]([CH:23]=[O:24])=CC=2)C=CC=N1, predict the reaction product. The product is: [N:1]1([C:6]2[CH:13]=[CH:12][C:9](/[CH:10]=[CH:22]/[CH:23]=[O:24])=[CH:8][CH:7]=2)[CH:5]=[CH:4][N:3]=[CH:2]1. (4) Given the reactants [Cl:1][C:2]1[CH:27]=[CH:26][CH:25]=[CH:24][C:3]=1[CH2:4][O:5][C:6]1[CH:7]=[C:8]([CH:12]=[C:13]([O:15][CH2:16][C:17]2[CH:22]=[CH:21][CH:20]=[CH:19][C:18]=2[Cl:23])[CH:14]=1)[C:9](O)=[O:10].[CH2:28]([O:30][C:31](=[O:40])[CH2:32][S:33][C:34]1[S:38][C:37]([NH2:39])=[N:36][CH:35]=1)[CH3:29], predict the reaction product. The product is: [CH2:28]([O:30][C:31](=[O:40])[CH2:32][S:33][C:34]1[S:38][C:37]([NH:39][C:9](=[O:10])[C:8]2[CH:12]=[C:13]([O:15][CH2:16][C:17]3[CH:22]=[CH:21][CH:20]=[CH:19][C:18]=3[Cl:23])[CH:14]=[C:6]([O:5][CH2:4][C:3]3[CH:24]=[CH:25][CH:26]=[CH:27][C:2]=3[Cl:1])[CH:7]=2)=[N:36][CH:35]=1)[CH3:29]. (5) Given the reactants [C:1]([OH:10])(=[O:9])[C:2]1[C:3](=[CH:5][CH:6]=[CH:7][CH:8]=1)[NH2:4].ClCCCl.[CH:15](=O)[CH:16]([CH3:18])[CH3:17].C(O[BH-](OC(=O)C)OC(=O)C)(=O)C.[Na+], predict the reaction product. The product is: [CH2:15]([NH:4][C:3]1[CH:5]=[CH:6][CH:7]=[CH:8][C:2]=1[C:1]([OH:10])=[O:9])[CH:16]([CH3:18])[CH3:17].